This data is from Full USPTO retrosynthesis dataset with 1.9M reactions from patents (1976-2016). The task is: Predict the reactants needed to synthesize the given product. (1) The reactants are: [F:1][C:2]1[CH:7]=[C:6]([F:8])[CH:5]=[CH:4][C:3]=1[C@@H:9]1[CH2:13][NH:12][CH2:11][C@H:10]1[C:14]([O:16][CH3:17])=[O:15].C(N(CC)C(C)C)(C)C.Cl[C:28]1[CH:33]=[CH:32][C:31]([C:34]#[N:35])=[CH:30][N:29]=1. Given the product [C:34]([C:31]1[CH:32]=[CH:33][C:28]([N:12]2[CH2:13][C@@H:9]([C:3]3[CH:4]=[CH:5][C:6]([F:8])=[CH:7][C:2]=3[F:1])[C@H:10]([C:14]([O:16][CH3:17])=[O:15])[CH2:11]2)=[N:29][CH:30]=1)#[N:35], predict the reactants needed to synthesize it. (2) Given the product [C:19]([C:20]1[CH:21]=[C:22]([S:26]([NH2:29])(=[O:27])=[O:28])[CH:23]=[CH:24][CH:25]=1)#[CH:18], predict the reactants needed to synthesize it. The reactants are: C(=O)([O-])[O-].[K+].[K+].O1CCCC1.CO.C[Si]([C:18]#[C:19][C:20]1[CH:21]=[C:22]([S:26]([NH2:29])(=[O:28])=[O:27])[CH:23]=[CH:24][CH:25]=1)(C)C. (3) Given the product [OH:17][C:18]1[C:10]2[C:11](=[CH:13][CH:14]=[C:8]([O:1][C:2]3[CH:3]=[CH:4][CH:5]=[CH:6][CH:7]=3)[CH:9]=2)[N:12]=[CH:25][C:19]=1[C:20]([O:22][CH2:23][CH3:24])=[O:21], predict the reactants needed to synthesize it. The reactants are: [O:1]([C:8]1[CH:14]=[CH:13][C:11]([NH2:12])=[CH:10][CH:9]=1)[C:2]1[CH:7]=[CH:6][CH:5]=[CH:4][CH:3]=1.C([O:17][CH:18]=[C:19]([C:25](OCC)=O)[C:20]([O:22][CH2:23][CH3:24])=[O:21])C. (4) Given the product [Cl:1][C:2]1[CH:3]=[C:4]([CH:27]=[CH:28][C:29]=1[F:30])[NH:5][C:6]1[C:15]2[C:10](=[CH:11][C:12]([O:22][CH2:23][CH2:24][CH2:25][N:35]3[CH2:36][CH2:37][CH:32]([OH:31])[CH2:33][CH2:34]3)=[CH:13][C:14]=2[O:16][CH:17]2[CH2:21][CH2:20][O:19][CH2:18]2)[N:9]=[CH:8][N:7]=1, predict the reactants needed to synthesize it. The reactants are: [Cl:1][C:2]1[CH:3]=[C:4]([CH:27]=[CH:28][C:29]=1[F:30])[NH:5][C:6]1[C:15]2[C:10](=[CH:11][C:12]([O:22][CH2:23][CH2:24][CH2:25]Cl)=[CH:13][C:14]=2[O:16][CH:17]2[CH2:21][CH2:20][O:19][CH2:18]2)[N:9]=[CH:8][N:7]=1.[OH:31][CH:32]1[CH2:37][CH2:36][NH:35][CH2:34][CH2:33]1. (5) Given the product [Cl:1][C:2]1[CH:3]=[CH:4][C:5]([C:8]2[C:12]3[CH:13]=[CH:14][C:15]([C:17]#[C:18][CH2:19][CH2:20][CH2:21][O:22][S:24]([CH3:23])(=[O:26])=[O:25])=[CH:16][C:11]=3[S:10][N:9]=2)=[CH:6][CH:7]=1, predict the reactants needed to synthesize it. The reactants are: [Cl:1][C:2]1[CH:7]=[CH:6][C:5]([C:8]2[C:12]3[CH:13]=[CH:14][C:15]([C:17]#[C:18][CH2:19][CH2:20][CH2:21][OH:22])=[CH:16][C:11]=3[S:10][N:9]=2)=[CH:4][CH:3]=1.[CH3:23][S:24](Cl)(=[O:26])=[O:25]. (6) Given the product [O:13]=[C:9]1[CH2:8][S:7][C:6]2[CH:5]=[CH:4][C:3]([CH:2]=[O:1])=[N:12][C:11]=2[NH:10]1, predict the reactants needed to synthesize it. The reactants are: [OH:1][CH2:2][C:3]1[CH:4]=[CH:5][C:6]2[S:7][CH2:8][C:9](=[O:13])[NH:10][C:11]=2[N:12]=1.C1COCC1. (7) Given the product [CH3:2][O:3][C:4](=[O:13])[C:5]1[CH:10]=[CH:9][C:8]([CH2:11][NH:12][C:30]([NH:29][C:21](=[O:28])[C:22]2[CH:23]=[CH:24][CH:25]=[CH:26][CH:27]=2)=[O:31])=[CH:7][CH:6]=1, predict the reactants needed to synthesize it. The reactants are: Cl.[CH3:2][O:3][C:4](=[O:13])[C:5]1[CH:10]=[CH:9][C:8]([CH2:11][NH2:12])=[CH:7][CH:6]=1.C(N(CC)CC)C.[C:21]([N:29]=[C:30]=[O:31])(=[O:28])[C:22]1[CH:27]=[CH:26][CH:25]=[CH:24][CH:23]=1.